Dataset: Full USPTO retrosynthesis dataset with 1.9M reactions from patents (1976-2016). Task: Predict the reactants needed to synthesize the given product. (1) Given the product [NH2:37][C@@H:34]1[CH2:35][CH2:36][N:32]([CH2:29][C:17]2[C:16]3[C:21](=[CH:22][CH:23]=[C:14]([C:8]4[CH:7]=[C:6]([CH:11]=[C:10]([F:12])[C:9]=4[CH3:13])[C:5]([NH:4][CH:1]4[CH2:2][CH2:3]4)=[O:31])[CH:15]=3)[C:20](=[O:24])[N:19]([CH2:25][CH:26]3[CH2:28][CH2:27]3)[CH:18]=2)[CH2:33]1, predict the reactants needed to synthesize it. The reactants are: [CH:1]1([NH:4][C:5](=[O:31])[C:6]2[CH:11]=[C:10]([F:12])[C:9]([CH3:13])=[C:8]([C:14]3[CH:15]=[C:16]4[C:21](=[CH:22][CH:23]=3)[C:20](=[O:24])[N:19]([CH2:25][CH:26]3[CH2:28][CH2:27]3)[CH:18]=[C:17]4[CH:29]=O)[CH:7]=2)[CH2:3][CH2:2]1.[NH:32]1[CH2:36][CH2:35][C@@H:34]([NH2:37])[CH2:33]1. (2) Given the product [CH3:45][CH:38]1[C:39]2[C:44](=[CH:43][CH:42]=[CH:41][CH:40]=2)[N:36]([CH2:35][CH2:34][CH2:33][N:9]2[CH2:10][CH2:11][C:6]3([N:5]([C:12]4[CH:13]=[CH:14][CH:15]=[CH:16][CH:17]=4)[CH2:4][N:3]([CH2:18][C:19]4[CH:20]=[C:21]([CH:29]=[CH:30][CH:31]=4)[C:22]([O:24][C:25]([CH3:28])([CH3:26])[CH3:27])=[O:23])[C:2]3=[O:1])[CH2:7][CH2:8]2)[C:37]1=[O:46], predict the reactants needed to synthesize it. The reactants are: [O:1]=[C:2]1[C:6]2([CH2:11][CH2:10][NH:9][CH2:8][CH2:7]2)[N:5]([C:12]2[CH:17]=[CH:16][CH:15]=[CH:14][CH:13]=2)[CH2:4][N:3]1[CH2:18][C:19]1[CH:20]=[C:21]([CH:29]=[CH:30][CH:31]=1)[C:22]([O:24][C:25]([CH3:28])([CH3:27])[CH3:26])=[O:23].Cl[CH2:33][CH2:34][CH2:35][N:36]1[C:44]2[C:39](=[CH:40][CH:41]=[CH:42][CH:43]=2)[CH:38]([CH3:45])[C:37]1=[O:46].[I-].[Na+].C(=O)([O-])[O-].[K+].[K+].